Task: Predict which catalyst facilitates the given reaction.. Dataset: Catalyst prediction with 721,799 reactions and 888 catalyst types from USPTO (1) Reactant: [N:1]([C:4]1[C:5]([C:22]2[CH:23]=[N:24][C:25]([O:28][CH3:29])=[CH:26][CH:27]=2)=[N:6][C:7]([C:14]2[CH:19]=[CH:18][C:17]([O:20][CH3:21])=[CH:16][CH:15]=2)=[CH:8][C:9]=1[C:10]([O:12][CH3:13])=[O:11])=[N+]=[N-]. Product: [CH3:29][O:28][C:25]1[N:24]=[C:23]2[NH:1][C:4]3[C:9]([C:10]([O:12][CH3:13])=[O:11])=[CH:8][C:7]([C:14]4[CH:19]=[CH:18][C:17]([O:20][CH3:21])=[CH:16][CH:15]=4)=[N:6][C:5]=3[C:22]2=[CH:27][CH:26]=1. The catalyst class is: 262. (2) Reactant: Br[C:2]1[C:3]2[CH:4]=[CH:5][C:6]3[N:7]([CH:15]=[C:16]([C:18]4[O:19][CH:20]=[N:21][N:22]=4)[N:17]=3)[C:8]=2[N:9]=[C:10]([CH:12]([CH3:14])[CH3:13])[CH:11]=1.P([O-])([O-])([O-])=O.[K+].[K+].[K+].[B-](F)(F)(F)[C:32]([CH3:34])=[CH2:33].[K+]. Product: [CH:12]([C:10]1[CH:11]=[C:2]([C:32]([CH3:34])=[CH2:33])[C:3]2[CH:4]=[CH:5][C:6]3[N:7]([CH:15]=[C:16]([C:18]4[O:19][CH:20]=[N:21][N:22]=4)[N:17]=3)[C:8]=2[N:9]=1)([CH3:14])[CH3:13]. The catalyst class is: 669. (3) Reactant: [C:1](Cl)(=O)[C:2]([Cl:4])=[O:3].[CH3:7][N:8]([C:10]1C=[CH:17][CH:16]=[CH:15][C:11]=1C(O)=O)[CH3:9]. Product: [CH3:7][N:8]([C:10]1[CH:11]=[CH:15][CH:16]=[CH:17][C:1]=1[C:2]([Cl:4])=[O:3])[CH3:9]. The catalyst class is: 2. (4) Reactant: [CH2:1]([CH:11]([CH2:23][CH2:24][CH2:25]/[CH:26]=[CH:27]\[CH2:28][CH2:29][CH2:30][CH2:31][CH3:32])[CH:12]([OH:22])[CH2:13][CH2:14]/[CH:15]=[CH:16]\[CH2:17][CH2:18][CH2:19][CH2:20][CH3:21])[CH2:2][CH2:3]/[CH:4]=[CH:5]\[CH2:6][CH2:7][CH2:8][CH2:9][CH3:10].Cl.[CH3:34][N:35]([CH3:42])[CH2:36][CH2:37][CH2:38][C:39](O)=[O:40].CCN=C=NCCCN(C)C.Cl.CCN(C(C)C)C(C)C. Product: [CH3:34][N:35]([CH3:42])[CH2:36][CH2:37][CH2:38][C:39]([O:22][CH:12]([CH:11]([CH2:1][CH2:2][CH2:3]/[CH:4]=[CH:5]\[CH2:6][CH2:7][CH2:8][CH2:9][CH3:10])[CH2:23][CH2:24][CH2:25]/[CH:26]=[CH:27]\[CH2:28][CH2:29][CH2:30][CH2:31][CH3:32])[CH2:13][CH2:14]/[CH:15]=[CH:16]\[CH2:17][CH2:18][CH2:19][CH2:20][CH3:21])=[O:40]. The catalyst class is: 154. (5) Reactant: [OH:1][C:2]1[CH:19]=[C:18]([O:20][CH3:21])[CH:17]=[C:16]2[C:3]=1[C@@:4]1(C)[C@H:13]([CH2:14][S:15]2(=[O:23])=[O:22])[C@:12]2([CH3:24])[C@H:7]([C:8]([CH3:26])([CH3:25])[CH2:9][CH2:10][CH2:11]2)[CH2:6][CH2:5]1.C(N(CC)CC)C.[F:35][C:36]([F:49])([F:48])[S:37](O[S:37]([C:36]([F:49])([F:48])[F:35])(=[O:39])=[O:38])(=[O:39])=[O:38]. Product: [F:35][C:36]([F:49])([F:48])[S:37]([O:1][C:2]1[CH:19]=[C:18]([O:20][CH3:21])[CH:17]=[C:16]2[C:3]=1[C@H:4]1[C@H:13]([CH2:14][S:15]2(=[O:23])=[O:22])[C@:12]2([CH3:24])[C@H:7]([C:8]([CH3:26])([CH3:25])[CH2:9][CH2:10][CH2:11]2)[CH2:6][CH2:5]1)(=[O:39])=[O:38]. The catalyst class is: 2. (6) Reactant: [CH3:1][C:2]1[CH:7]=[CH:6][C:5]([S:8]([O:11][CH2:12][C@@H:13]2[O:18][C:17]3[C:19](CCCO)=[C:20]([O:23][CH2:24][C:25]4C=CC=C[CH:26]=4)[CH:21]=[CH:22][C:16]=3[O:15][CH2:14]2)(=[O:10])=[O:9])=[CH:4][CH:3]=1.[H][H].C1(P(C2C=CC=CC=2)C2C=CC=CC=2)C=CC=CC=1.CC(OC(/N=N/C(OC(C)C)=O)=O)C. Product: [CH3:1][C:2]1[CH:7]=[CH:6][C:5]([S:8]([O:11][CH2:12][CH:13]2[O:18][C:17]3=[C:19]4[C:20](=[CH:21][CH:22]=[C:16]3[O:15][CH2:14]2)[O:23][CH2:24][CH2:25][CH2:26]4)(=[O:10])=[O:9])=[CH:4][CH:3]=1. The catalyst class is: 19. (7) Reactant: ClC1C=CC=C(C(OO)=[O:9])C=1.[Br:12][C:13]1[N:18]=[C:17]([C:19]2[CH:20]=[CH:21][C:22](=[O:28])[N:23]([CH:25]([CH3:27])[CH3:26])[N:24]=2)[C:16]([C:29]2[CH:34]=[CH:33][CH:32]=[CH:31][CH:30]=2)=[N:15][C:14]=1[N:35]=S(C)C.CSC.C([O-])([O-])=O.[Na+].[Na+]. Product: [Br:12][C:13]1[N:18]=[C:17]([C:19]2[CH:20]=[CH:21][C:22](=[O:28])[N:23]([CH:25]([CH3:27])[CH3:26])[N:24]=2)[C:16]([C:29]2[CH:34]=[CH:33][CH:32]=[CH:31][CH:30]=2)=[N:15][C:14]=1[N:35]=[O:9]. The catalyst class is: 2. (8) Reactant: Cl[C:2]1[CH:3]=[CH:4][C:5]([N+:10]([O-])=O)=[C:6]([CH:9]=1)[CH:7]=[O:8].[F:13][C:14]([F:25])([F:24])[C:15]1[CH:20]=[CH:19][C:18](B(O)O)=[CH:17][CH:16]=1.C(=O)([O-])[O-].[K+].[K+].O1CCOCC1. Product: [NH2:10][C:5]1[CH:4]=[CH:3][C:2]([C:18]2[CH:19]=[CH:20][C:15]([C:14]([F:25])([F:24])[F:13])=[CH:16][CH:17]=2)=[CH:9][C:6]=1[CH:7]=[O:8]. The catalyst class is: 103. (9) Reactant: [C:1]([N:8]1[CH2:15][CH2:14][CH2:13][C@H:9]1[C:10]([OH:12])=O)([O:3][C:4]([CH3:7])([CH3:6])[CH3:5])=[O:2].[CH2:16](Cl)CCl.C1C=CC2N(O)N=NC=2C=1.C(N(CC)CC)C.C[Mg]Br. Product: [C:10]([C@@H:9]1[CH2:13][CH2:14][CH2:15][N:8]1[C:1]([O:3][C:4]([CH3:5])([CH3:6])[CH3:7])=[O:2])(=[O:12])[CH3:16]. The catalyst class is: 3.